Dataset: Forward reaction prediction with 1.9M reactions from USPTO patents (1976-2016). Task: Predict the product of the given reaction. (1) Given the reactants C([O:4][C:5]([C:7]1[CH:12]=[CH:11][C:10]([O:13][C:14]([C:16]2([CH2:29][CH2:30][CH2:31][CH2:32][CH3:33])[CH2:24][C:23]3[C:22]([CH3:26])([CH3:25])[CH2:21][CH2:20][C:19]([CH3:28])([CH3:27])[C:18]=3[CH2:17]2)=[O:15])=[CH:9][CH:8]=1)=[O:6])C=C, predict the reaction product. The product is: [C:5]([C:7]1[CH:8]=[CH:9][C:10]([O:13][C:14]([C:16]2([CH2:29][CH2:30][CH2:31][CH2:32][CH3:33])[CH2:24][C:23]3[C:22]([CH3:25])([CH3:26])[CH2:21][CH2:20][C:19]([CH3:27])([CH3:28])[C:18]=3[CH2:17]2)=[O:15])=[CH:11][CH:12]=1)([OH:6])=[O:4]. (2) Given the reactants [CH3:1][C:2]([CH3:26])=[CH:3][CH2:4][C:5]1[C:6]([OH:25])=[CH:7][C:8]([O:23][CH3:24])=[C:9]([C:12](/[CH:14]=[CH:15]/[C:16]2[CH:17]=[CH:18][C:19]([OH:22])=[CH:20][CH:21]=2)=[O:13])[C:10]=1[OH:11].OS(O)(=O)=O, predict the reaction product. The product is: [OH:25][C:6]1[C:5]([CH2:4][CH:3]=[C:2]([CH3:26])[CH3:1])=[C:10]2[C:9]([C:12](=[O:13])[CH2:14][CH:15]([C:16]3[CH:17]=[CH:18][C:19]([OH:22])=[CH:20][CH:21]=3)[O:11]2)=[C:8]([O:23][CH3:24])[CH:7]=1. (3) Given the reactants [NH2:1][C:2]1[CH:7]=[CH:6][C:5]([C:8]([N:10]2[CH2:15][CH2:14][CH:13]([NH:16][C:17]3[N:22]=[C:21]([C:23]4[C:31]5[C:26](=[CH:27][CH:28]=[CH:29][CH:30]=5)[NH:25][CH:24]=4)[C:20]([Cl:32])=[CH:19][N:18]=3)[CH2:12][CH2:11]2)=[O:9])=[C:4]([F:33])[CH:3]=1.C[CH2:35][N:36]([CH:40]([CH3:42])C)[CH:37](C)C.BrC/C=[CH:46]/[C:47](Cl)=[O:48].CNC, predict the reaction product. The product is: [Cl:32][C:20]1[C:21]([C:23]2[C:31]3[C:26](=[CH:27][CH:28]=[CH:29][CH:30]=3)[NH:25][CH:24]=2)=[N:22][C:17]([NH:16][CH:13]2[CH2:14][CH2:15][N:10]([C:8]([C:5]3[CH:6]=[CH:7][C:2]([NH:1][C:47](=[O:48])/[CH:46]=[CH:42]/[CH2:40][N:36]([CH3:35])[CH3:37])=[CH:3][C:4]=3[F:33])=[O:9])[CH2:11][CH2:12]2)=[N:18][CH:19]=1. (4) Given the reactants [CH2:1]([O:3][C:4]([CH:6]1[CH2:13][CH:12]2[N:14]([CH2:15][C:16]([O:18][CH2:19][CH3:20])=[O:17])[CH:8]([CH2:9][CH:10]([OH:21])[CH2:11]2)[CH2:7]1)=[O:5])[CH3:2].[CH3:22][S:23]([OH:26])(=[O:25])=[O:24].[O:27]1[CH:32]=[CH:31][CH2:30][CH2:29][CH2:28]1.COC(C)(C)C, predict the reaction product. The product is: [CH3:22][S:23]([OH:26])(=[O:25])=[O:24].[CH2:1]([O:3][C:4]([CH:6]1[CH2:13][CH:12]2[N:14]([CH2:15][C:16]([O:18][CH2:19][CH3:20])=[O:17])[CH:8]([CH2:9][CH:10]([O:21][CH:28]3[CH2:29][CH2:30][CH2:31][CH2:32][O:27]3)[CH2:11]2)[CH2:7]1)=[O:5])[CH3:2].